This data is from Human Reference Interactome with 51,813 positive PPI pairs across 8,248 proteins, plus equal number of experimentally-validated negative pairs. The task is: Binary Classification. Given two protein amino acid sequences, predict whether they physically interact or not. (1) Protein 1 (ENSG00000174780) has sequence XNKILQINKDDVTALHCKVVCLIQNGSFKEALNVINTHTKVLANNSLSFEKAYCEYRLNRIENALKTIESANQQTDKLKELYGQVLYRLERYDECLAVYRDLVRNSQDDYDEERKTNLSAVVAAQSNWEKVVPENLGLQEGTHELCYNTACALIGQGQLNQAMKILQKAEDLCRRSLSEDTDGTEEDPQAELAIIHGQMAYILQLQGRTEEALQLYNQIIKLKPTDVGLLAVIANNIITINKAEQCRKISASLQSQSPEHLLPVLIQAAQLCREKQHTKAIELLQEFSDQHPENAAEIKL.... Protein 2 (ENSG00000087274) has sequence MNGDSRAAVVTSPPPTTAPHKERYFDRVDENNPEYLRERNMAPDLRQDFNMMEQKKRVSMILQSPAFCEELESMIQEQFKKGKNPTGLLALQQIADFMTTNVPNVYPAAPQGGMAALNMSLGMVTPVNDLRGSDSIAYDKGEKLLRCKLAAFYRLADLFGWSQLIYNHITTRVNSEQEHFLIVPFGLLYSEVTASSLVKINLQGDIVDRGSTNLGVNQAGFTLHSAIYAARPDVKCVVHIHTPAGAAVSAMKCGLLPISPEALSLGEVAYHDYHGILVDEEEKVLIQKNLGPKSKVLILR.... Result: 0 (the proteins do not interact). (2) Protein 1 (ENSG00000139714) has sequence MPVSKCPKKSESLWKGWDRKAQRNGLRSQVYAVNGDYYVGEWKDNVKHGKGTQVWKKKGAIYEGDWKFGKRDGYGTLSLPDQQTGKCRRVYSGWWKGDKKSGYGIQFFGPKEYYEGDWCGSQRSGWGRMYYSNGDIYEGQWENDKPNGEGMLRLKNGNRYEGCWERGMKNGAGRFFHLDHGQLFEGFWVDNMAKCGTMIDFGRDEAPEPTQFPIPEVKILDPDGVLAEALAMFRKTEEGD*MPVSKCPKKSESLWKGWDRKAQRNGLRSQVYAVNGDYYVGEWKDNVKHGKGTQVWKKKG.... Protein 2 (ENSG00000165030) has sequence MQLRKMQTVKKEQASLDASSNVDKMMVLNSALTEVSEDSTTGEELLLSEGSVGKNKSSACRRKREFIPDEKKDAMYWEKRRKNNEAAKRSREKRRLNDLVLENKLIALGEENATLKAELLSLKLKFGLISSTAYAQEIQKLSNSTAVYFQDYQTSKSNVSSFVDEHEPSMVSSSCISVIKHSPQSSLSDVSEVSSVEHTQESSVQGSCRSPENKFQIIKQEPMELESYTREPRDDRGSYTASIYQNYMGNSFSGYSHSPPLLQVNRSSSNSPRTSETDDGVVGKSSDGEDEQQVPKGPIH.... Result: 0 (the proteins do not interact). (3) Protein 1 (ENSG00000111261) has sequence MFFGGEGSLTYTLGIRGNEPVYTSTQEDCINSCCSTKNISGDKACNLMIFDTRKTARQPNCYLFFCPNEEACPLKPAKGLMSYRIITDFPSLTRNLPSQELPQEDSLLHGQFSQAVTPLAHHHTDYSKPTDISWRDTLSQKFGSSDHLEKLFKMDEASAQLLAYKEKGHSQSSQFSSDQEIAHLLPENVSALPATVAVASPHTTSATPKPATLLPTNASVTPSGTSQPQLATTAPPVTTVTSQPPTTLISTVFTRAAATLQAMATTAVLTTTFQAPTDSKGSLETIPFTEISNLTLNTGN.... Protein 2 (ENSG00000041357) has sequence MSRRYDSRTTIFSPEGRLYQVEYAMEAIGHAGTCLGILANDGVLLAAERRNIHKLLDEVFFSEKIYKLNEDMACSVAGITSDANVLTNELRLIAQRYLLQYQEPIPCEQLVTALCDIKQAYTQFGGKRPFGVSLLYIGWDKHYGFQLYQSDPSGNYGGWKATCIGNNSAAAVSMLKQDYKEGEMTLKSALALAIKVLNKTMDVSKLSAEKVEIATLTRENGKTVIRVLKQKEVEQLIKKHEEEEAKAEREKKEKEQKEKDK*MACSVAGITSDANVLTNELRLIAQRYLLQYQEPIPCEQ.... Result: 0 (the proteins do not interact). (4) Protein 1 (ENSG00000145194) has sequence MNVALQELGAGSNVGFQKGTRQLLGSRTQLELVLAGASLLLAALLLGCLVALGVQYHRDPSHSTCLTEACIRVAGKILESLDRGVSPCEDFYQFSCGGWIRRNPLPDGRSRWNTFNSLWDQNQAILKHLLENTTFNSSSEAEQKTQRFYLSCLQVERIEELGAQPLRDLIEKIGGWNITGPWDQDNFMEVLKAVAGTYRATPFFTVYISADSKSSNSNVIQVDQSGLFLPSRDYYLNRTANEKVLTAYLDYMEELGMLLGGRPTSTREQMQQVLELEIQLANITVPQDQRRDEEKIYHKM.... Protein 2 (ENSG00000065882) has sequence MEPITFTARKHLLSNEVSVDFGLQLVGSLPVHSLTTMPMLPWVVAEVRRLSRQSTRKEPVTKQVRLCVSPSGLRCEPEPGRSQQWDPLIYSSIFECKPQRVHKLIHNSHDPSYFACLIKEDAVHRQSICYVFKADDQTKVPEIISSIRQAGKIARQEELHCPSEFDDTFSKKFEVLFCGRVTVAHKKAPPALIDECIEKFNHVSGSRGSESPRPNPPHAAPTGSQEPVRRPMRKSFSQPGLRSLAFRKELQDGGLRSSGFFSSFEESDIENHLISGHNIVQPTDIEENRTMLFTIGQSEV.... Result: 0 (the proteins do not interact). (5) Protein 1 (ENSG00000100129) has sequence MSYPADDYESEAAYDPYAYPSDYDMHTGDPKQDLAYERQYEQQTYQVIPEVIKNFIQYFHKTVSDLIDQKVYELQASRVSSDVIDQKVYEIQDIYENSWTKLTERFFKNTPWPEAEAIAPQVGNDAVFLILYKELYYRHIYAKVSFQSFSQYRCKTAKKSEEEIDFLRSNPKIWNVHSVLNVLHSLVDKSNINRQLEVYTSGGDPESVAGEYGRHSLYKMLGYFSLVGLLRLHSLLGDYYQAIKVLENIELNKKSMYSRVPECQVTTYYYVGFAYLMMRRYQDAIRVFANILLYIQRTKS.... Protein 2 (ENSG00000163263) has sequence MSVEKMTKVEESFQKAMGLKKTVDRWRNSHTHCLWQMALGQRRNPYATLRMQDTMVQELALAKKQLLMVRQAALHQLFEKEHQQYQQELNQMGKAFYVERF*. Result: 0 (the proteins do not interact). (6) Protein 1 (ENSG00000145780) has sequence MDLKTAVFNAARDGKLRLLTKLLASKSKEEVSSLISEKTNGATPLLMAARYGHLDMVEFLLEQCSASIEVGGSVNFDGETIEGAPPLWAASAAGHLKVVQSLLNHGASVNNTTLTNSTPLRAACFDGHLEIVKYLVEHKADLEVSNRHGHTCLMISCYKGHKEIAQYLLEKGADVNRKSVKGNTALHDCAESGSLDIMKMLLMYCAKMEKDGYGMTPLLSASVTGHTNIVDFLTHHAQTSKTERINALELLGATFVDKKRDLLGALKYWKKAMNMRYSDRTNIISKPVPQTLIMAYDYAK.... Protein 2 (ENSG00000171872) has sequence MYGRPQAEMEQEAGELSRWQAAHQAAQDNENSAPILNMSSSSGSSGVHTSWNQGLPSIQHFPHSAEMLGSPLVSVEAPGQNVNEGGPQFSMPLPERGMSYCPQATLTPSRMIYCQRMSPPQQEMTIFSGPQLMPVGEPNIPRVARPFGGNLRMPPNGLPVSASTGIPIMSHTGNPPVPYPGLSTVPSDETLLGPTVPSTEAQAVLPSMAQMLPPQDAHDLGMPPAESQSLLVLGSQDSLVSQPDSQEGPFLPEQPGPAPQTVEKNSRPQEGTGRRGSSEARPYCCNYENCGKAYTKRSHL.... Result: 0 (the proteins do not interact). (7) Protein 1 (ENSG00000169895) has sequence MFRGLSSWLGLQQPVAGGGQPNGDAPPEQPSETVAESAEEELQQAGDQELLHQAKDFGNYLFNFASAATKKITESVAETAQTIKKSVEEGKIDGIIDKTIIGDFQKEQKKFVEEQHTKKSEAAVPPWVDTNDEETIQQQILALSADKRNFLRDPPAGVQFNFDFDQMYPVALVMLQEDELLSKMRFALVPKLVKEEVFWRNYFYRVSLIKQSAQLTALAAQQQAAGKEEKSNGREQDLPLAEAVRPKTPPVVIKSQLKTQEDEEEISTSPGVSEFVSDAFDACNLNQEDLRKEMEQLVLD.... Protein 2 (ENSG00000069122) has sequence MKSPRRTTLCLMFIVIYSSKAALNWNYESTIHPLSLHEHEPAGEEALRQKRAVATKSPTAEEYTVNIEISFENASFLDPIKAYLNSLSFPIHGNNTDQITDILSINVTTVCRPAGNEIWCSCETGYGWPRERCLHNLICQERDVFLPGHHCSCLKELPPNGPFCLLQEDVTLNMRVRLNVGFQEDLMNTSSALYRSYKTDLETAFRKGYGILPGFKGVTVTGFKSGSVVVTYEVKTTPPSLELIHKANEQVVQSLNQTYKMDYNSFQAVTINESNFFVTPEIIFEGDTVSLVCEKEVLSS.... Result: 0 (the proteins do not interact). (8) Protein 1 (ENSG00000260238) has sequence MAEASSANLGSGCEEKRHEGSSSESVPPGTTISRVKLLDTMVDTFLQKLVAAGSYQRFTDCYKCFYQLQPAMTQQIYDKFIAQLQTSIREEISDIKEEGNLEAVLNALDKIVEEGKVRKEPAWCEAQRCRVQQRCSLCVQAGGQRGSEETQALPVSMAGSPSPLPGSPGAQEGGV*MAEASSANLGSGCEEKRHEGSSSESVPPGTTISRVKLLDTMVDTFLQKLVAAGSYQRFTDCYKCFYQLQPAMTQQIYDKFIAQLQTSIREEISDIKEEGNLEAVLNALDKIVEEGKVRKEPACN.... Protein 2 (ENSG00000129055) has sequence MDSEVQRDGRILDLIDDAWREDKLPYEDVAIPLNELPEPEQDNGGTTESVKEQEMKWTDLALQYLHENVPPIGN*. Result: 0 (the proteins do not interact).